This data is from NCI-60 drug combinations with 297,098 pairs across 59 cell lines. The task is: Regression. Given two drug SMILES strings and cell line genomic features, predict the synergy score measuring deviation from expected non-interaction effect. (1) Drug 1: CC1=C(C(=CC=C1)Cl)NC(=O)C2=CN=C(S2)NC3=CC(=NC(=N3)C)N4CCN(CC4)CCO. Drug 2: CCC1(CC2CC(C3=C(CCN(C2)C1)C4=CC=CC=C4N3)(C5=C(C=C6C(=C5)C78CCN9C7C(C=CC9)(C(C(C8N6C)(C(=O)OC)O)OC(=O)C)CC)OC)C(=O)OC)O.OS(=O)(=O)O. Cell line: OVCAR-8. Synergy scores: CSS=2.93, Synergy_ZIP=0.824, Synergy_Bliss=4.10, Synergy_Loewe=1.37, Synergy_HSA=1.68. (2) Synergy scores: CSS=43.5, Synergy_ZIP=3.43, Synergy_Bliss=3.15, Synergy_Loewe=1.63, Synergy_HSA=3.09. Cell line: DU-145. Drug 2: CC(C)CN1C=NC2=C1C3=CC=CC=C3N=C2N. Drug 1: CC1=C(N=C(N=C1N)C(CC(=O)N)NCC(C(=O)N)N)C(=O)NC(C(C2=CN=CN2)OC3C(C(C(C(O3)CO)O)O)OC4C(C(C(C(O4)CO)O)OC(=O)N)O)C(=O)NC(C)C(C(C)C(=O)NC(C(C)O)C(=O)NCCC5=NC(=CS5)C6=NC(=CS6)C(=O)NCCC[S+](C)C)O. (3) Synergy scores: CSS=14.8, Synergy_ZIP=-7.05, Synergy_Bliss=-6.42, Synergy_Loewe=-11.2, Synergy_HSA=-3.96. Drug 2: C1CC(C1)(C(=O)O)C(=O)O.[NH2-].[NH2-].[Pt+2]. Drug 1: COC1=C(C=C2C(=C1)N=CN=C2NC3=CC(=C(C=C3)F)Cl)OCCCN4CCOCC4. Cell line: KM12. (4) Drug 1: C1=NC2=C(N=C(N=C2N1C3C(C(C(O3)CO)O)F)Cl)N. Drug 2: CS(=O)(=O)OCCCCOS(=O)(=O)C. Cell line: RXF 393. Synergy scores: CSS=1.08, Synergy_ZIP=0.947, Synergy_Bliss=2.51, Synergy_Loewe=-0.183, Synergy_HSA=0.868. (5) Drug 1: CNC(=O)C1=CC=CC=C1SC2=CC3=C(C=C2)C(=NN3)C=CC4=CC=CC=N4. Drug 2: C1=C(C(=O)NC(=O)N1)F. Cell line: SK-MEL-2. Synergy scores: CSS=24.0, Synergy_ZIP=2.93, Synergy_Bliss=-6.53, Synergy_Loewe=-7.88, Synergy_HSA=-7.40.